Dataset: Forward reaction prediction with 1.9M reactions from USPTO patents (1976-2016). Task: Predict the product of the given reaction. (1) Given the reactants [F:1][C:2]1[CH:7]=[CH:6][C:5]([C@H:8]2[N:12]([S:13]([C:16]3[CH:21]=[CH:20][C:19]([CH3:22])=[CH:18][CH:17]=3)(=[O:15])=[O:14])[C@@H:11]([CH2:23][CH2:24][C:25]3[NH:26][CH:27]=[CH:28][N:29]=3)[CH2:10][CH2:9]2)=[CH:4][CH:3]=1.[CH3:30]I.[H-].[Na+], predict the reaction product. The product is: [F:1][C:2]1[CH:7]=[CH:6][C:5]([C@H:8]2[N:12]([S:13]([C:16]3[CH:21]=[CH:20][C:19]([CH3:22])=[CH:18][CH:17]=3)(=[O:15])=[O:14])[C@@H:11]([CH2:23][CH2:24][C:25]3[N:29]([CH3:30])[CH:28]=[CH:27][N:26]=3)[CH2:10][CH2:9]2)=[CH:4][CH:3]=1. (2) Given the reactants [Cl:1][C:2]1[CH:22]=[N:21][C:5]2=[N:6][C:7]([N:12]3[CH2:17][CH2:16][N:15]4[CH2:18][CH2:19][CH2:20][CH:14]4[CH2:13]3)=[C:8]([NH:10][NH2:11])[N:9]=[C:4]2[CH:3]=1.[CH:23](OC)(OC)OC, predict the reaction product. The product is: [Cl:1][C:2]1[CH:22]=[N:21][C:5]2[N:6]=[C:7]([N:12]3[CH2:17][CH2:16][N:15]4[CH2:18][CH2:19][CH2:20][CH:14]4[CH2:13]3)[C:8]3[N:9]([CH:23]=[N:11][N:10]=3)[C:4]=2[CH:3]=1. (3) The product is: [N:1]1[CH:2]=[CH:3][N:4]2[C:9]=1[CH:8]=[CH:7][C:6]([O:10][C:11]1[CH:17]=[CH:16][CH:15]=[CH:14][C:12]=1[NH:13][C:32]([NH:31][C:25]1[CH:30]=[CH:29][CH:28]=[CH:27][CH:26]=1)=[O:33])=[N:5]2. Given the reactants [N:1]1[CH:2]=[CH:3][N:4]2[C:9]=1[CH:8]=[CH:7][C:6]([O:10][C:11]1[CH:17]=[CH:16][CH:15]=[CH:14][C:12]=1[NH2:13])=[N:5]2.C(N(CC)CC)C.[C:25]1([N:31]=[C:32]=[O:33])[CH:30]=[CH:29][CH:28]=[CH:27][CH:26]=1, predict the reaction product. (4) Given the reactants [F:1][C:2]1[CH:7]=[C:6]([I:8])[CH:5]=[CH:4][C:3]=1[NH:9][C:10]1[N:11]([CH3:22])[C:12](=[O:21])[C:13]([CH3:20])=[CH:14][C:15]=1[C:16]([O:18]C)=O.[CH:23]([O:25][CH2:26][CH2:27][O:28][NH2:29])=[CH2:24].C[Si]([N-][Si](C)(C)C)(C)C.[Li+], predict the reaction product. The product is: [F:1][C:2]1[CH:7]=[C:6]([I:8])[CH:5]=[CH:4][C:3]=1[NH:9][C:10]1[N:11]([CH3:22])[C:12](=[O:21])[C:13]([CH3:20])=[CH:14][C:15]=1[C:16]([NH:29][O:28][CH2:27][CH2:26][O:25][CH:23]=[CH2:24])=[O:18]. (5) Given the reactants [CH3:1][O:2][C:3](=[O:21])[CH2:4][C:5]([N:8]1[CH:12]=[C:11]([NH:13][C:14](=[O:20])[CH:15]([NH2:19])[CH2:16][CH2:17][CH3:18])[N:10]=[CH:9]1)([CH3:7])[CH3:6].[OH:22][C@@H:23]([CH:27]([CH3:29])[CH3:28])[C:24](O)=[O:25], predict the reaction product. The product is: [CH3:1][O:2][C:3](=[O:21])[CH2:4][C:5]([N:8]1[CH:12]=[C:11]([NH:13][C:14](=[O:20])[CH:15]([NH:19][C:24](=[O:25])[CH:23]([OH:22])[CH:27]([CH3:29])[CH3:28])[CH2:16][CH2:17][CH3:18])[N:10]=[CH:9]1)([CH3:6])[CH3:7].